From a dataset of Full USPTO retrosynthesis dataset with 1.9M reactions from patents (1976-2016). Predict the reactants needed to synthesize the given product. (1) Given the product [CH3:18][N:11]1[C:12]2[C:8](=[CH:7][C:6]([NH:2][CH3:1])=[C:14]([N+:15]([O-:17])=[O:16])[CH:13]=2)[C:9]([CH3:20])([CH3:21])[C:10]1=[O:19], predict the reactants needed to synthesize it. The reactants are: [CH3:1][N:2]([C:6]1[CH:7]=[C:8]2[C:12](=[CH:13][C:14]=1[N+:15]([O-:17])=[O:16])[N:11]([CH3:18])[C:10](=[O:19])[C:9]2([CH3:21])[CH3:20])C(=O)C. (2) Given the product [ClH:7].[CH2:1]([O:3][CH2:4][C:5]([NH:8][C:9]1[CH:10]=[N:11][C:12]2[C:17]([C:18]=1[NH:19][CH2:20][C:21]1([C:27]([O:29][CH2:30][CH3:31])=[O:28])[CH2:26][CH2:25][CH2:24][CH2:23][CH2:22]1)=[CH:16][CH:15]=[CH:14][CH:13]=2)=[O:6])[CH3:2], predict the reactants needed to synthesize it. The reactants are: [CH2:1]([O:3][CH2:4][C:5]([Cl:7])=[O:6])[CH3:2].[NH2:8][C:9]1[CH:10]=[N:11][C:12]2[C:17]([C:18]=1[NH:19][CH2:20][C:21]1([C:27]([O:29][CH2:30][CH3:31])=[O:28])[CH2:26][CH2:25][CH2:24][CH2:23][CH2:22]1)=[CH:16][CH:15]=[CH:14][CH:13]=2. (3) Given the product [F:1][C:2]1[CH:8]=[CH:7][CH:6]=[CH:5][C:3]=1[NH:4][C:19](=[O:20])[O:21][C:22]([CH3:25])([CH3:24])[CH3:23], predict the reactants needed to synthesize it. The reactants are: [F:1][C:2]1[CH:8]=[CH:7][CH:6]=[CH:5][C:3]=1[NH2:4].C[Si]([N-][Si](C)(C)C)(C)C.[Na+].[C:19](O[C:19]([O:21][C:22]([CH3:25])([CH3:24])[CH3:23])=[O:20])([O:21][C:22]([CH3:25])([CH3:24])[CH3:23])=[O:20]. (4) The reactants are: [Cl:1][C:2]1[CH:3]=[C:4]([CH2:23][C:24]([O:26][CH3:27])=[O:25])[CH:5]=[CH:6][C:7]=1[O:8][C:9]1[CH:10]=[C:11]2[C:15](=[CH:16][C:17]=1[N+:18]([O-])=O)[C:14](=[O:21])[NH:13][C:12]2=[O:22].O.O.Cl[Sn]Cl.O.C([O-])(O)=O.[Na+]. Given the product [NH2:18][C:17]1[CH:16]=[C:15]2[C:11]([C:12](=[O:22])[NH:13][C:14]2=[O:21])=[CH:10][C:9]=1[O:8][C:7]1[CH:6]=[CH:5][C:4]([CH2:23][C:24]([O:26][CH3:27])=[O:25])=[CH:3][C:2]=1[Cl:1], predict the reactants needed to synthesize it. (5) Given the product [C:1]([O:5][C:6]([N:8]1[CH2:14][CH2:13][CH2:12][N:11]([C:15]2[CH:16]=[C:17]3[C:18](=[CH:19][CH:20]=2)[N:21]=[CH:30][N:23]([CH2:24][C:25]([O:27][CH3:28])=[O:26])[C:22]3=[O:29])[CH2:10][CH2:9]1)=[O:7])([CH3:4])([CH3:3])[CH3:2], predict the reactants needed to synthesize it. The reactants are: [C:1]([O:5][C:6]([N:8]1[CH2:14][CH2:13][CH2:12][N:11]([C:15]2[CH:20]=[CH:19][C:18]([NH2:21])=[C:17]([C:22](=[O:29])[NH:23][CH2:24][C:25]([O:27][CH3:28])=[O:26])[CH:16]=2)[CH2:10][CH2:9]1)=[O:7])([CH3:4])([CH3:3])[CH3:2].[CH2:30](OC(OCC)OCC)C.